Dataset: Catalyst prediction with 721,799 reactions and 888 catalyst types from USPTO. Task: Predict which catalyst facilitates the given reaction. (1) Reactant: [NH2:1][CH2:2][CH:3]([OH:6])[CH2:4][NH2:5].C(N(CC)CC)C.[Cl:14][C:15]1[CH:20]=[C:19]([Cl:21])[CH:18]=[CH:17][C:16]=1[S:22](Cl)(=[O:24])=[O:23]. Product: [NH2:1][CH2:2][CH:3]([OH:6])[CH2:4][NH:5][S:22]([C:16]1[CH:17]=[CH:18][C:19]([Cl:21])=[CH:20][C:15]=1[Cl:14])(=[O:24])=[O:23]. The catalyst class is: 4. (2) Reactant: C(Cl)CCl.[O:5]=[C:6]1[NH:15][C:14]2[N:13]=[CH:12][C:11](/[CH:16]=[CH:17]/[C:18]([OH:20])=O)=[CH:10][C:9]=2[CH2:8][CH2:7]1.C1C=CC2N(O)N=NC=2C=1.[CH3:31][O:32][C:33]1[C:34]([O:43][CH2:44][CH2:45][CH3:46])=[C:35]([C@H:39]([NH:41][CH3:42])[CH3:40])[CH:36]=[CH:37][CH:38]=1.C(N(C(C)C)C(C)C)C. Product: [CH3:31][O:32][C:33]1[C:34]([O:43][CH2:44][CH2:45][CH3:46])=[C:35]([C@H:39]([N:41]([CH3:42])[C:18](=[O:20])/[CH:17]=[CH:16]/[C:11]2[CH:12]=[N:13][C:14]3[NH:15][C:6](=[O:5])[CH2:7][CH2:8][C:9]=3[CH:10]=2)[CH3:40])[CH:36]=[CH:37][CH:38]=1. The catalyst class is: 18. (3) Reactant: Cl[C:2]1[N:7]=[C:6]([Cl:8])[C:5]([CH2:9][CH:10]=O)=[CH:4][N:3]=1.[NH2:12][CH:13]1[CH2:16][C:15]([CH2:18][OH:19])([OH:17])[CH2:14]1.CCN(C(C)C)C(C)C.C(O)(C(F)(F)F)=O.C([O-])(O)=O.[Na+]. Product: [Cl:8][C:6]1[C:5]2[CH:9]=[CH:10][N:12]([CH:13]3[CH2:16][C:15]([CH2:18][OH:19])([OH:17])[CH2:14]3)[C:4]=2[N:3]=[CH:2][N:7]=1. The catalyst class is: 14. (4) The catalyst class is: 539. Reactant: NC1C=C(C=CC=1O)C(OC)=O.COC(OC)(OC)C.FC(F)(F)C(O)=O.[CH3:28][C:29]1[O:30][C:31]2[CH:37]=[CH:36][C:35]([C:38](OC)=[O:39])=[CH:34][C:32]=2[N:33]=1.[H-].[H-].[H-].[H-].[Li+].[Al+3]. Product: [CH3:28][C:29]1[O:30][C:31]2[CH:37]=[CH:36][C:35]([CH2:38][OH:39])=[CH:34][C:32]=2[N:33]=1. (5) Reactant: [NH2:1][C:2]1[CH:3]=[C:4]([C:8]2[S:12][CH:11]=[C:10]([N:13]([S:19](=[O:29])(=[O:28])[NH:20][C:21](OC(C)(C)C)=[O:22])[CH2:14]C(OC)=O)[C:9]=2[CH3:30])[CH:5]=[CH:6][CH:7]=1.[CH2:31]([S:38]([N:41]1[CH2:46][CH2:45][C:44](=O)[CH2:43][CH2:42]1)(=[O:40])=[O:39])[C:32]1[CH:37]=[CH:36][CH:35]=[CH:34][CH:33]=1.CC(O)=O.[BH3-]C#N.[Na+]. Product: [CH2:31]([S:38]([N:41]1[CH2:46][CH2:45][CH:44]([NH:1][C:2]2[CH:3]=[C:4]([C:8]3[S:12][CH:11]=[C:10]([N:13]4[S:19](=[O:29])(=[O:28])[NH:20][C:21](=[O:22])[CH2:14]4)[C:9]=3[CH3:30])[CH:5]=[CH:6][CH:7]=2)[CH2:43][CH2:42]1)(=[O:40])=[O:39])[C:32]1[CH:33]=[CH:34][CH:35]=[CH:36][CH:37]=1. The catalyst class is: 5.